Binary Classification. Given a drug SMILES string, predict its activity (active/inactive) in a high-throughput screening assay against a specified biological target. From a dataset of Cav3 T-type calcium channel HTS with 100,875 compounds. (1) The molecule is o1nc(nc1CCCC(=O)Nc1cccnc1)c1ccc(cc1)C. The result is 0 (inactive). (2) The drug is O1CCN(CC1)c1nc(N2CCOCC2)nc(n1)N\N=C\C=C/c1ccccc1. The result is 0 (inactive).